This data is from Reaction yield outcomes from USPTO patents with 853,638 reactions. The task is: Predict the reaction yield, written as a fraction of the theoretical maximum amount of product (1.0 means a 100% yield; for example, 0.34 means a 34% yield). (1) The reactants are C(OC(=O)[NH:7][CH2:8][CH2:9][CH2:10][CH2:11][C@@H:12]([NH:39]C(=O)[O-])[C:13]([N:15]1[C:23]2[C:18](=[CH:19][C:20]([Br:24])=[CH:21][CH:22]=2)[C:17](/[C:25](/[C:37]#[N:38])=[CH:26]/[C:27]2[CH:32]=[C:31]([C:33]#[N:34])[CH:30]=[CH:29][C:28]=2[O:35][CH3:36])=[CH:16]1)=[O:14])(C)(C)C.[ClH:44]. The catalyst is CCO. The product is [ClH:44].[ClH:44].[Br:24][C:20]1[CH:19]=[C:18]2[C:23](=[CH:22][CH:21]=1)[N:15]([C:13](=[O:14])[C@H:12]([NH2:39])[CH2:11][CH2:10][CH2:9][CH2:8][NH2:7])[CH:16]=[C:17]2/[C:25](/[C:37]#[N:38])=[CH:26]/[C:27]1[CH:32]=[C:31]([CH:30]=[CH:29][C:28]=1[O:35][CH3:36])[C:33]#[N:34]. The yield is 0.670. (2) The reactants are [CH3:1][O:2][C:3]1[CH:8]=[CH:7][C:6]([O:9][CH3:10])=[CH:5][C:4]=1[CH2:11][CH2:12][NH2:13].Br[CH2:15][CH2:16][CH2:17][C:18]([O:20][CH2:21][CH3:22])=[O:19].C(N(C(C)C)CC)(C)C. No catalyst specified. The product is [CH3:1][O:2][C:3]1[CH:8]=[CH:7][C:6]([O:9][CH3:10])=[CH:5][C:4]=1[CH2:11][CH2:12][NH:13][CH2:15][CH2:16][CH2:17][C:18]([O:20][CH2:21][CH3:22])=[O:19]. The yield is 0.940. (3) The reactants are [NH2:1][C:2]1C=C[C:5]([C:6](O)=O)=[CH:4][CH:3]=1.[CH3:23][C:22]([O:21][C:19](O[C:19]([O:21][C:22]([CH3:25])([CH3:24])[CH3:23])=[O:20])=[O:20])([CH3:25])[CH3:24].C(O)(=O)CC(CC(O)=O)(C(O)=O)[OH:29].[O:39]1[CH2:44][CH2:43]OCC1. The catalyst is CCCC[N+](CCCC)(CCCC)CCCC.[Br-]. The product is [C:19]([C:3]1[C:2]([NH2:1])=[C:43]([CH:6]=[CH:5][CH:4]=1)[C:44]([OH:39])=[O:29])([O:21][C:22]([CH3:23])([CH3:24])[CH3:25])=[O:20]. The yield is 0.790. (4) The reactants are [CH2:1]([C@H:8]1[NH:13][C:12](=O)[CH2:11][N:10]([C:15]2[CH:20]=[CH:19][C:18]([O:21][CH3:22])=[C:17]([O:23][CH:24]3[CH2:28][CH2:27][CH2:26][CH2:25]3)[CH:16]=2)[CH2:9]1)[C:2]1[CH:7]=[CH:6][CH:5]=[CH:4][CH:3]=1.[H-].[Al+3].[Li+].[H-].[H-].[H-]. The catalyst is C1COCC1. The product is [CH2:1]([C@H:8]1[NH:13][CH2:12][CH2:11][N:10]([C:15]2[CH:20]=[CH:19][C:18]([O:21][CH3:22])=[C:17]([O:23][CH:24]3[CH2:28][CH2:27][CH2:26][CH2:25]3)[CH:16]=2)[CH2:9]1)[C:2]1[CH:3]=[CH:4][CH:5]=[CH:6][CH:7]=1. The yield is 0.650. (5) The reactants are Br[C:2]1[CH:7]=[CH:6][C:5]([C@@H:8]([NH:10][S@@:11]([C:13]([CH3:16])([CH3:15])[CH3:14])=[O:12])[CH3:9])=[C:4]([F:17])[CH:3]=1.O1C=[C:21](B2OC(C)(C)C(C)(C)O2)[CH:20]=[N:19]1.C(Cl)Cl.[F-].[K+]. The catalyst is C1C=CC(P(C2C=CC=CC=2)[C-]2C=CC=C2)=CC=1.C1C=CC(P(C2C=CC=CC=2)[C-]2C=CC=C2)=CC=1.Cl[Pd]Cl.[Fe+2].CS(C)=O. The product is [C:20]([CH2:21][C:2]1[CH:7]=[CH:6][C:5]([C@@H:8]([NH:10][S@@:11]([C:13]([CH3:16])([CH3:15])[CH3:14])=[O:12])[CH3:9])=[C:4]([F:17])[CH:3]=1)#[N:19]. The yield is 0.520.